Predict the reactants needed to synthesize the given product. From a dataset of Full USPTO retrosynthesis dataset with 1.9M reactions from patents (1976-2016). (1) The reactants are: [NH2:1][C:2]1[C:7]([NH2:8])=[C:6]([NH:9][C@@H:10]2[C@@H:15]3[CH2:16][C@@H:12]([CH:13]=[CH:14]3)[C@@H:11]2[C:17]([NH2:19])=[O:18])[C:5]([Cl:20])=[CH:4][N:3]=1.C(OC([N:28]1[CH2:33][CH2:32][C:31]2([CH2:38][CH2:37][C:36]3[CH:39]=[C:40]([C:43](O)=O)[CH:41]=[CH:42][C:35]=3[O:34]2)[CH2:30][CH2:29]1)=O)(C)(C)C. Given the product [Cl:20][C:5]1[C:6]([NH:9][C@@H:10]2[C@@H:15]3[CH2:16][C@@H:12]([CH:13]=[CH:14]3)[C@@H:11]2[C:17]([NH2:19])=[O:18])=[C:7]2[N:8]=[C:43]([C:40]3[CH:39]=[C:36]4[C:35](=[CH:42][CH:41]=3)[O:34][C:31]3([CH2:30][CH2:29][NH:28][CH2:33][CH2:32]3)[CH2:38][CH2:37]4)[NH:1][C:2]2=[N:3][CH:4]=1, predict the reactants needed to synthesize it. (2) The reactants are: [NH2:1][CH:2]([C:5]1[CH:10]=[CH:9][CH:8]=[CH:7][C:6]=1[Cl:11])[CH2:3][OH:4].[N:12]([C:15]1[CH:20]=[CH:19][C:18]([C:21]2[N:25]=[CH:24][N:23]([C:26]3[CH:31]=[CH:30][C:29]([O:32][C:33]([F:36])([F:35])[F:34])=[CH:28][CH:27]=3)[N:22]=2)=[CH:17][CH:16]=1)=[C:13]=[S:14]. Given the product [Cl:11][C:6]1[CH:7]=[CH:8][CH:9]=[CH:10][C:5]=1[CH:2]([NH:1][C:13]([NH:12][C:15]1[CH:16]=[CH:17][C:18]([C:21]2[N:25]=[CH:24][N:23]([C:26]3[CH:31]=[CH:30][C:29]([O:32][C:33]([F:36])([F:34])[F:35])=[CH:28][CH:27]=3)[N:22]=2)=[CH:19][CH:20]=1)=[S:14])[CH2:3][OH:4], predict the reactants needed to synthesize it. (3) Given the product [C:1]([O:5][C:6](=[O:23])[CH2:7][C@H:8]([OH:22])[CH2:9][C@H:10]([OH:21])[CH2:11][O:12][CH2:13][C:14]1[CH:15]=[CH:16][CH:17]=[CH:18][CH:19]=1)([CH3:4])([CH3:2])[CH3:3], predict the reactants needed to synthesize it. The reactants are: [C:1]([O:5][C:6](=[O:23])[CH2:7][C:8](=[O:22])[CH2:9][C@H:10]([OH:21])[CH2:11][O:12][C:13](=O)[C:14]1[CH:19]=[CH:18][CH:17]=[CH:16][CH:15]=1)([CH3:4])([CH3:3])[CH3:2].O=C[C@@H]([C@H]([C@@H]([C@@H](CO)O)O)O)O.C(OCC)(=O)C.